From a dataset of NCI-60 drug combinations with 297,098 pairs across 59 cell lines. Regression. Given two drug SMILES strings and cell line genomic features, predict the synergy score measuring deviation from expected non-interaction effect. (1) Drug 1: CCN(CC)CCNC(=O)C1=C(NC(=C1C)C=C2C3=C(C=CC(=C3)F)NC2=O)C. Drug 2: B(C(CC(C)C)NC(=O)C(CC1=CC=CC=C1)NC(=O)C2=NC=CN=C2)(O)O. Cell line: DU-145. Synergy scores: CSS=42.5, Synergy_ZIP=1.35, Synergy_Bliss=1.17, Synergy_Loewe=-25.8, Synergy_HSA=-0.592. (2) Drug 1: C1C(C(OC1N2C=NC3=C(N=C(N=C32)Cl)N)CO)O. Drug 2: CC1=C(C(=O)C2=C(C1=O)N3CC4C(C3(C2COC(=O)N)OC)N4)N. Cell line: HL-60(TB). Synergy scores: CSS=84.2, Synergy_ZIP=2.56, Synergy_Bliss=1.73, Synergy_Loewe=1.49, Synergy_HSA=4.09. (3) Drug 1: CN(C)N=NC1=C(NC=N1)C(=O)N. Drug 2: CN(C(=O)NC(C=O)C(C(C(CO)O)O)O)N=O. Cell line: HT29. Synergy scores: CSS=3.86, Synergy_ZIP=4.44, Synergy_Bliss=0.984, Synergy_Loewe=-0.780, Synergy_HSA=0.678. (4) Drug 1: C(=O)(N)NO. Drug 2: C1CNP(=O)(OC1)N(CCCl)CCCl. Cell line: KM12. Synergy scores: CSS=11.4, Synergy_ZIP=-4.63, Synergy_Bliss=-1.08, Synergy_Loewe=-3.36, Synergy_HSA=-1.49. (5) Drug 1: CCC1=C2CN3C(=CC4=C(C3=O)COC(=O)C4(CC)O)C2=NC5=C1C=C(C=C5)O. Synergy scores: CSS=11.9, Synergy_ZIP=0.885, Synergy_Bliss=2.66, Synergy_Loewe=-34.5, Synergy_HSA=1.87. Cell line: 786-0. Drug 2: CN(C(=O)NC(C=O)C(C(C(CO)O)O)O)N=O. (6) Drug 1: CC1=CC=C(C=C1)C2=CC(=NN2C3=CC=C(C=C3)S(=O)(=O)N)C(F)(F)F. Drug 2: C1=NC2=C(N1)C(=S)N=CN2. Cell line: MCF7. Synergy scores: CSS=26.2, Synergy_ZIP=-1.14, Synergy_Bliss=-5.97, Synergy_Loewe=-33.8, Synergy_HSA=-10.4. (7) Synergy scores: CSS=15.0, Synergy_ZIP=2.64, Synergy_Bliss=14.5, Synergy_Loewe=8.80, Synergy_HSA=10.1. Cell line: RPMI-8226. Drug 2: CC1C(C(CC(O1)OC2CC(OC(C2O)C)OC3=CC4=CC5=C(C(=O)C(C(C5)C(C(=O)C(C(C)O)O)OC)OC6CC(C(C(O6)C)O)OC7CC(C(C(O7)C)O)OC8CC(C(C(O8)C)O)(C)O)C(=C4C(=C3C)O)O)O)O. Drug 1: CN(C)N=NC1=C(NC=N1)C(=O)N. (8) Drug 1: CCN(CC)CCCC(C)NC1=C2C=C(C=CC2=NC3=C1C=CC(=C3)Cl)OC. Drug 2: C(CN)CNCCSP(=O)(O)O. Cell line: HCT116. Synergy scores: CSS=8.10, Synergy_ZIP=13.6, Synergy_Bliss=11.9, Synergy_Loewe=-3.36, Synergy_HSA=9.58. (9) Drug 1: C1=C(C(=O)NC(=O)N1)N(CCCl)CCCl. Drug 2: CC1C(C(CC(O1)OC2CC(CC3=C2C(=C4C(=C3O)C(=O)C5=C(C4=O)C(=CC=C5)OC)O)(C(=O)CO)O)N)O.Cl. Cell line: K-562. Synergy scores: CSS=56.7, Synergy_ZIP=-1.12, Synergy_Bliss=-1.30, Synergy_Loewe=3.69, Synergy_HSA=5.13.